Dataset: Catalyst prediction with 721,799 reactions and 888 catalyst types from USPTO. Task: Predict which catalyst facilitates the given reaction. (1) Reactant: [Cl:1][C:2]1[CH:3]=[C:4]([N:9]2[C:13](=[O:14])[O:12][N:11]=[C:10]2[C:15]2[C:19]([CH2:20][OH:21])=[N:18][O:17][N:16]=2)[CH:5]=[CH:6][C:7]=1[F:8].[C:22]1(O)[CH:27]=[CH:26][CH:25]=[CH:24][CH:23]=1.C1(P(C2C=CC=CC=2)C2C=CC=CC=2)C=CC=CC=1.N(C(OCC)=O)=NC(OCC)=O. Product: [Cl:1][C:2]1[CH:3]=[C:4]([N:9]2[C:13](=[O:14])[O:12][N:11]=[C:10]2[C:15]2[C:19]([CH2:20][O:21][C:22]3[CH:27]=[CH:26][CH:25]=[CH:24][CH:23]=3)=[N:18][O:17][N:16]=2)[CH:5]=[CH:6][C:7]=1[F:8]. The catalyst class is: 1. (2) Reactant: Br[C:2]1[S:6][C:5]([C:7]([N:9]([C:11]2[CH:16]=[CH:15][CH:14]=[C:13]([O:17][CH3:18])[CH:12]=2)[CH3:10])=[O:8])=[CH:4][CH:3]=1.[C:19]([C:21]1[CH:26]=[CH:25][C:24](B(O)O)=[CH:23][CH:22]=1)#[N:20]. Product: [C:19]([C:21]1[CH:26]=[CH:25][C:24]([C:2]2[S:6][C:5]([C:7]([N:9]([C:11]3[CH:16]=[CH:15][CH:14]=[C:13]([O:17][CH3:18])[CH:12]=3)[CH3:10])=[O:8])=[CH:4][CH:3]=2)=[CH:23][CH:22]=1)#[N:20]. The catalyst class is: 492. (3) Reactant: [C:1]([C:3]1[CH:8]=[CH:7][C:6]([C:9]2[CH:10]=[N:11][N:12]([C:15]3[CH:23]=[CH:22][C:18]([C:19]([OH:21])=O)=[CH:17][N:16]=3)[C:13]=2[OH:14])=[CH:5][CH:4]=1)#[N:2].CCN(CC)CC.[C:31]([O:35][C:36](=[O:43])[N:37]([CH2:39][CH2:40][CH2:41][NH2:42])[CH3:38])([CH3:34])([CH3:33])[CH3:32]. Product: [C:1]([C:3]1[CH:4]=[CH:5][C:6]([C:9]2[CH:10]=[N:11][N:12]([C:15]3[CH:23]=[CH:22][C:18]([C:19]([NH:42][CH2:41][CH2:40][CH2:39][N:37]([CH3:38])[C:36](=[O:43])[O:35][C:31]([CH3:32])([CH3:34])[CH3:33])=[O:21])=[CH:17][N:16]=3)[C:13]=2[OH:14])=[CH:7][CH:8]=1)#[N:2]. The catalyst class is: 3. (4) Reactant: [CH:1]1([NH:7][C:8]2[CH:13]=[CH:12][CH:11]=[CH:10][CH:9]=2)[CH2:6][CH2:5][CH2:4][CH2:3][CH2:2]1.N1C=CC=CC=1.[CH2:20]([O:27][C:28]1[C:33]([O:34][CH3:35])=[CH:32][C:31]([N:36]2[C:44]3[C:39](=[CH:40][CH:41]=[CH:42][CH:43]=3)[C:38]([C:45](Cl)=[O:46])=[CH:37]2)=[C:30]([C:48]([N:50]2[C@H:59]([CH2:60][N:61]3[CH2:66][CH2:65][N:64]([CH3:67])[CH2:63][CH2:62]3)[CH2:58][C:57]3[C:52](=[CH:53][CH:54]=[CH:55][CH:56]=3)[CH2:51]2)=[O:49])[CH:29]=1)[C:21]1[CH:26]=[CH:25][CH:24]=[CH:23][CH:22]=1. Product: [CH2:20]([O:27][C:28]1[C:33]([O:34][CH3:35])=[CH:32][C:31]([N:36]2[C:44]3[C:39](=[CH:40][CH:41]=[CH:42][CH:43]=3)[C:38]([C:45]([N:7]([CH:8]3[CH2:13][CH2:12][CH2:11][CH2:10][CH2:9]3)[C:1]3[CH:6]=[CH:5][CH:4]=[CH:3][CH:2]=3)=[O:46])=[CH:37]2)=[C:30]([C:48]([N:50]2[C@H:59]([CH2:60][N:61]3[CH2:66][CH2:65][N:64]([CH3:67])[CH2:63][CH2:62]3)[CH2:58][C:57]3[C:52](=[CH:53][CH:54]=[CH:55][CH:56]=3)[CH2:51]2)=[O:49])[CH:29]=1)[C:21]1[CH:26]=[CH:25][CH:24]=[CH:23][CH:22]=1. The catalyst class is: 4. (5) Reactant: [NH:1]([C:5]1[CH:12]=[CH:11][C:8]([CH:9]=O)=[CH:7][CH:6]=1)[C:2]([CH3:4])=[O:3].C(#N)[CH:14]([CH2:16][C:17]#[N:18])O.[NH:20]1CCCCC1. Product: [C:17]([C:16]([C:14]#[N:20])=[CH:9][C:8]1[CH:11]=[CH:12][C:5]([NH:1][C:2](=[O:3])[CH3:4])=[CH:6][CH:7]=1)#[N:18]. The catalyst class is: 8. (6) Reactant: [F:1][C:2]1[CH:17]=[CH:16][CH:15]=[CH:14][C:3]=1[NH:4][C:5]1[CH:10]=[CH:9][CH:8]=[CH:7][C:6]=1[N+:11]([O-])=O. Product: [F:1][C:2]1[CH:17]=[CH:16][CH:15]=[CH:14][C:3]=1[NH:4][C:5]1[C:6]([NH2:11])=[CH:7][CH:8]=[CH:9][CH:10]=1. The catalyst class is: 78. (7) The catalyst class is: 435. Reactant: [CH2:1]([C:3]1[C:12]2[C:7](=[CH:8][CH:9]=[CH:10][CH:11]=2)[N:6](O)[CH2:5][CH:4]=1)[CH3:2].[H-].[Na+].C1C=CC(N([S:30](C(F)(F)F)(=[O:32])=[O:31])S(C(F)(F)F)(=O)=O)=CC=1.C(=O)([O-])[O-:38].[Na+].[Na+].Cl.[NH2:44][C@H:45]1[CH2:49][CH2:48][N:47]([C:50](=[O:63])[CH2:51][C:52]2[CH:57]=[CH:56][C:55]([O:58][C:59]([F:62])([F:61])[F:60])=[CH:54][CH:53]=2)[CH2:46]1.C(=O)([O-])O.[Na+]. Product: [C:7]1([S:30]([OH:32])(=[O:38])=[O:31])[CH:12]=[CH:11][CH:10]=[CH:9][CH:8]=1.[CH2:1]([C:3]1[C:12]2[C:7](=[CH:8][CH:9]=[CH:10][CH:11]=2)[N:6]=[C:5]([NH:44][C@H:45]2[CH2:49][CH2:48][N:47]([C:50](=[O:63])[CH2:51][C:52]3[CH:53]=[CH:54][C:55]([O:58][C:59]([F:60])([F:61])[F:62])=[CH:56][CH:57]=3)[CH2:46]2)[CH:4]=1)[CH3:2]. (8) Reactant: C(OC([N:8]1[CH2:12][CH2:11][C@H:10]([NH:13][C:14]([C:16]2[CH:36]=[CH:35][C:19]3[N:20]([CH3:34])[C:21]([NH:23][C:24]4[S:25][C:26]5[CH:32]=[C:31]([Cl:33])[CH:30]=[CH:29][C:27]=5[N:28]=4)=[N:22][C:18]=3[CH:17]=2)=[O:15])[CH2:9]1)=O)(C)(C)C. Product: [ClH:33].[ClH:33].[NH:8]1[CH2:12][CH2:11][C@H:10]([NH:13][C:14]([C:16]2[CH:36]=[CH:35][C:19]3[N:20]([CH3:34])[C:21]([NH:23][C:24]4[S:25][C:26]5[CH:32]=[C:31]([Cl:33])[CH:30]=[CH:29][C:27]=5[N:28]=4)=[N:22][C:18]=3[CH:17]=2)=[O:15])[CH2:9]1. The catalyst class is: 89.